Dataset: Full USPTO retrosynthesis dataset with 1.9M reactions from patents (1976-2016). Task: Predict the reactants needed to synthesize the given product. (1) Given the product [CH3:1][C:2]1[C:6]2[CH:7]=[CH:8][C:9]([C:11]([F:14])([F:12])[F:13])=[CH:10][C:5]=2[S:4][C:3]=1[CH:15]([CH2:22][CH2:23][CH3:24])[CH2:16][C:17]([O:19][CH2:20][CH3:21])=[O:18], predict the reactants needed to synthesize it. The reactants are: [CH3:1][C:2]1[C:6]2[CH:7]=[CH:8][C:9]([C:11]([F:14])([F:13])[F:12])=[CH:10][C:5]=2[S:4][C:3]=1[C:15]([CH2:22][CH2:23][CH3:24])=[CH:16][C:17]([O:19][CH2:20][CH3:21])=[O:18]. (2) Given the product [CH3:1][S:2]([NH:6][C:7]1[CH:8]=[C:9]2[C:14](=[O:15])[NH:13][C:11](=[O:12])[C:10]2=[CH:16][CH:17]=1)(=[O:4])=[O:3], predict the reactants needed to synthesize it. The reactants are: [CH3:1][S:2](Cl)(=[O:4])=[O:3].[NH2:6][C:7]1[CH:8]=[C:9]2[C:14](=[O:15])[NH:13][C:11](=[O:12])[C:10]2=[CH:16][CH:17]=1.O.C(Cl)Cl. (3) Given the product [F:12][C:11]([F:14])([F:13])[C:10](=[O:15])[CH:3]=[C:2]([CH3:6])[CH3:1], predict the reactants needed to synthesize it. The reactants are: [CH3:1][C:2]([CH3:6])=[CH:3][Mg]Br.CON(C)[C:10](=[O:15])[C:11]([F:14])([F:13])[F:12].Cl.